This data is from Reaction yield outcomes from USPTO patents with 853,638 reactions. The task is: Predict the reaction yield, written as a fraction of the theoretical maximum amount of product (1.0 means a 100% yield; for example, 0.34 means a 34% yield). (1) The reactants are [Br:1][C:2]1[C:7]([OH:8])=[CH:6][CH:5]=[CH:4][N:3]=1.[H-].[Na+].I[CH3:12].O. The catalyst is CN(C=O)C. The product is [Br:1][C:2]1[C:7]([O:8][CH3:12])=[CH:6][CH:5]=[CH:4][N:3]=1. The yield is 0.650. (2) The reactants are [C:1]([O:5][C:6](=[O:18])[CH:7]=[CH:8][C:9]1[CH:14]=[CH:13][C:12]([OH:15])=[CH:11][C:10]=1[CH:16]=[O:17])([CH3:4])([CH3:3])[CH3:2].[CH2:19](Br)[C:20]1[CH:25]=[CH:24][CH:23]=[CH:22][CH:21]=1. The catalyst is CN(C=O)C. The product is [C:1]([O:5][C:6](=[O:18])[CH:7]=[CH:8][C:9]1[CH:14]=[CH:13][C:12]([O:15][CH2:19][C:20]2[CH:25]=[CH:24][CH:23]=[CH:22][CH:21]=2)=[CH:11][C:10]=1[CH:16]=[O:17])([CH3:4])([CH3:2])[CH3:3]. The yield is 0.990. (3) The reactants are [CH3:1][C:2]1[CH:6]=[C:5]([CH2:7][C:8]([O:10][CH2:11][CH3:12])=[O:9])[O:4][N:3]=1.Br[CH2:14][CH2:15]Br.[OH-].[Na+]. The catalyst is C1(C)C=CC=CC=1.O. The product is [CH3:1][C:2]1[CH:6]=[C:5]([C:7]2([C:8]([O:10][CH2:11][CH3:12])=[O:9])[CH2:15][CH2:14]2)[O:4][N:3]=1. The yield is 1.00. (4) The reactants are Br[C:2]1[C:10]2[C:9]([NH:11][CH:12]3[CH2:17][CH2:16][CH:15]([N:18]([CH3:20])[CH3:19])[CH2:14][CH2:13]3)=[N:8][CH:7]=[N:6][C:5]=2[S:4][C:3]=1[CH3:21].[O:22]1[C:26]2[CH:27]=[CH:28][CH:29]=[CH:30][C:25]=2[CH:24]=[C:23]1B(O)O.C(=O)([O-])[O-].[Na+].[Na+].C1C=CC(P(C2C=CC=CC=2)C2C=CC=CC=2)=CC=1. The catalyst is C1(C)C=CC=CC=1.CC([O-])=O.CC([O-])=O.[Pd+2].O. The product is [O:22]1[C:26]2[CH:27]=[CH:28][CH:29]=[CH:30][C:25]=2[CH:24]=[C:23]1[C:2]1[C:10]2[C:9]([NH:11][CH:12]3[CH2:17][CH2:16][CH:15]([N:18]([CH3:20])[CH3:19])[CH2:14][CH2:13]3)=[N:8][CH:7]=[N:6][C:5]=2[S:4][C:3]=1[CH3:21]. The yield is 0.360. (5) The reactants are [CH3:1][O:2][C:3]([N:5]1[CH2:10][CH2:9][CH:8](C(O)=O)[CH2:7][CH:6]1[C:14]1[CH:19]=[CH:18][C:17]([S:20]([CH3:23])(=[O:22])=[O:21])=[CH:16][CH:15]=1)=[O:4].N1(C(N2C=CN=C2)=O)C=CN=C1.[CH2:36]([O:38][C:39](=[O:44])[CH2:40][C:41]([O-:43])=[O:42])[CH3:37].[K+].[Cl-].[Mg+2].[Cl-].Cl. The catalyst is CN1C2C(N=C(N)NC=2NCC1CNC1C=CC(C(NC(C(O)=O)CCC(O)=O)=O)=CC=1)=O.CC1OCCC1.O1CCOCC1. The product is [CH2:36]([O:38][C:39](=[O:44])[CH2:40][C:41]([C@H:8]1[CH2:9][CH2:10][N:5]([C:3]([O:2][CH3:1])=[O:4])[C@@H:6]([C:14]2[CH:15]=[CH:16][C:17]([S:20]([CH3:23])(=[O:22])=[O:21])=[CH:18][CH:19]=2)[CH2:7]1)=[O:42])[CH3:37].[CH2:36]([O:38][C:39](=[O:44])[CH2:40][C:41]([C@@H:8]1[CH2:9][CH2:10][N:5]([C:3]([O:2][CH3:1])=[O:4])[C@@H:6]([C:14]2[CH:15]=[CH:16][C:17]([S:20]([CH3:23])(=[O:21])=[O:22])=[CH:18][CH:19]=2)[CH2:7]1)=[O:43])[CH3:37]. The yield is 0.471. (6) The reactants are Br[CH:2]([C:7](=O)[CH3:8])[C:3]([O:5][CH3:6])=[O:4].N[C@H](C(O)=O)CC.[CH:17]1([N:20]([CH:42]2[CH2:44][CH2:43]2)[C:21]([C:23]2[N:39]([CH2:40][CH3:41])[C:26]3=[N:27][C:28]([NH:35][C:36]([NH2:38])=[S:37])=[C:29]4[N:33]=[CH:32][N:31]([CH3:34])[C:30]4=[C:25]3[CH:24]=2)=[O:22])[CH2:19][CH2:18]1. The catalyst is C(O)C. The product is [CH:42]1([N:20]([CH:17]2[CH2:18][CH2:19]2)[C:21]([C:23]2[N:39]([CH2:40][CH3:41])[C:26]3=[N:27][C:28]([NH:35][C:36]4[S:37][C:2]([C:3]([O:5][CH3:6])=[O:4])=[C:7]([CH3:8])[N:38]=4)=[C:29]4[N:33]=[CH:32][N:31]([CH3:34])[C:30]4=[C:25]3[CH:24]=2)=[O:22])[CH2:43][CH2:44]1. The yield is 0.840.